Dataset: Full USPTO retrosynthesis dataset with 1.9M reactions from patents (1976-2016). Task: Predict the reactants needed to synthesize the given product. (1) Given the product [OH:1][C:2]1[CH:11]=[C:10]2[C:5]([N:6]=[C:7]([N:21]3[CH2:25][CH2:24][CH2:23][C@@H:22]3[CH3:26])[C:8]([C:12]3[CH:13]=[C:14]4[C:18](=[CH:19][CH:20]=3)[NH:17][N:16]=[CH:15]4)=[N:9]2)=[CH:4][C:3]=1[C:27]([OH:29])=[O:28], predict the reactants needed to synthesize it. The reactants are: [OH:1][C:2]1[CH:11]=[C:10]2[C:5]([N:6]=[C:7]([N:21]3[CH2:25][CH2:24][CH2:23][C@@H:22]3[CH3:26])[C:8]([C:12]3[CH:13]=[C:14]4[C:18](=[CH:19][CH:20]=3)[NH:17][N:16]=[CH:15]4)=[N:9]2)=[CH:4][C:3]=1[C:27]([O:29]C)=[O:28].[OH-].[Na+].O. (2) Given the product [CH2:5]([N:9]1[C:13]([CH2:14][N:15]2[CH2:20][CH2:19][CH2:18][CH2:17][CH:16]2[C:21]2[CH:29]=[CH:28][C:24]([C:25]([NH2:27])=[O:26])=[C:23]([OH:30])[CH:22]=2)=[C:12]([Cl:32])[N:11]=[C:10]1[C:33]1[C:38]([CH3:39])=[CH:37][CH:36]=[CH:35][C:34]=1[CH3:40])[CH2:6][CH2:7][CH3:8], predict the reactants needed to synthesize it. The reactants are: BrB(Br)Br.[CH2:5]([N:9]1[C:13]([CH2:14][N:15]2[CH2:20][CH2:19][CH2:18][CH2:17][CH:16]2[C:21]2[CH:29]=[CH:28][C:24]([C:25]([NH2:27])=[O:26])=[C:23]([O:30]C)[CH:22]=2)=[C:12]([Cl:32])[N:11]=[C:10]1[C:33]1[C:38]([CH3:39])=[CH:37][CH:36]=[CH:35][C:34]=1[CH3:40])[CH2:6][CH2:7][CH3:8].O. (3) Given the product [CH:26]([O:39][CH:8]([CH3:7])[CH3:9])([CH3:27])[CH3:25].[NH2:10][C:9]1[CH:8]=[CH:7][C:4]([C:5]#[N:6])=[CH:3][C:2]=1[NH-:1], predict the reactants needed to synthesize it. The reactants are: [NH2:1][C:2]1[CH:3]=[C:4]([CH:7]=[CH:8][C:9]=1[NH2:10])[C:5]#[N:6].O1CCCC1.C(N(CC)CC)C.C1C=[CH:25][C:26](=[O:39])[C:27]2C=1C(C(Cl)=O)=C1C=2C=CC=C1. (4) Given the product [CH2:12]([C:2]1[CH:11]=[N:10][C:9]2[C:4](=[CH:5][CH:6]=[CH:7][CH:8]=2)[N:3]=1)[CH3:13], predict the reactants needed to synthesize it. The reactants are: Cl[C:2]1[CH:11]=[N:10][C:9]2[C:4](=[CH:5][CH:6]=[CH:7][CH:8]=2)[N:3]=1.[CH3:12][CH2:13][Mg+].[Br-].Cl.O. (5) Given the product [C:20]([C:19]1[CH:18]=[C:17]([NH:16][C:9](=[O:10])[O:11][C:12]([CH3:13])([CH3:14])[CH3:15])[CH:24]=[CH:23][CH:22]=1)#[N:21], predict the reactants needed to synthesize it. The reactants are: [C:9](O[C:9]([O:11][C:12]([CH3:15])([CH3:14])[CH3:13])=[O:10])([O:11][C:12]([CH3:15])([CH3:14])[CH3:13])=[O:10].[NH2:16][C:17]1[CH:18]=[C:19]([CH:22]=[CH:23][CH:24]=1)[C:20]#[N:21].CN1CCOCC1.